Token-level Classification. Given an antigen amino acid sequence, predict which amino acid positions are active epitope sites capable of antibody binding. Output is a list of indices for active positions. From a dataset of B-cell epitopes from IEDB database with 3,159 antigens for binding position prediction. (1) The epitope positions are: [1059, 1060, 1061, 1062, 1063, 1064, 1065, 1066, 1067, 1068, 1069, 1070, 1071, 1072, 1073, 1074, 1075]. The amino acids at these positions are: MVTSTITEKLLKNLVKI. Given the antigen sequence: MGAQVSSQKVGAHENTNVATGGSTVNYTTINYYKDSASNAASKQDLSQDPSKFTEPVKDIMLKSAPALNSPNVEACGYSDRVLQLTLGNSTITTQEAANSVVAYGKWPSYLNAKDANPVDQPTEPDVAVCRFYTLQSVHWKTESKGWWWKLPDALKDMGLFGQNMYYHYLGRSGYTVHVQCNASKFHQGALGVFAVPEYCLAGDSDVKNSYTTYKNANPGEHGGEFVDKFTAATEATRKFCPVDYLFGCGVLTGNAFVFPHQIINLRTNNSATLVLPYVNSLAIDCMAKHNNWGLVIIPLSKLQFPDTSSTEIPITVTIAPMCCEFNGLRNITIPSTQGLPVMNTPGSNQYLTSDNFQSPCALPEFDVTQAIDIPGEVKNIMEIAEIDTMIPLNLAVDKKNTMDMYRVPVTTSADTNNPILCLSLSPASDERLSHTMLGEILNYYTHWAGSIKYTFLFCGSMMATGKLLVAYAPPGAKPPKTRKEAMLGTHVIWDVGLQS..., which amino acid positions are active epitope sites? (2) Given the antigen sequence: MASSAVTKLALVVALCMAVSVAHAITCGQVTSSLAPCIGYVRSGGAVPPACCNGIRTINGLARTTADRQTACNCLKNLAGSISGVNPNNAAGLPGKCGVNVPYKISTSTNCATVK, which amino acid positions are active epitope sites? The epitope positions are: [26, 27, 28, 29, 30, 31, 32, 33, 34, 35, 36, 37, 38, 39, 40]. The amino acids at these positions are: CGQVTSSLAPCIGYV.